This data is from Forward reaction prediction with 1.9M reactions from USPTO patents (1976-2016). The task is: Predict the product of the given reaction. (1) The product is: [Cl:1][C:2]1[CH:3]=[C:4]([C:16]2[CH2:20][CH2:19][CH2:18][C:17]=2[C:21]2[CH:22]=[CH:23][C:24]([CH3:32])=[C:25]([CH:31]=2)[C:26]([O:28][CH2:29][CH3:30])=[O:27])[C:5](=[O:8])[NH:6][CH:7]=1. Given the reactants [Cl:1][C:2]1[CH:3]=[C:4]([C:16]2[CH2:20][CH2:19][CH2:18][C:17]=2[C:21]2[CH:22]=[CH:23][C:24]([CH3:32])=[C:25]([CH:31]=2)[C:26]([O:28][CH2:29][CH3:30])=[O:27])[C:5]([O:8]CC2C=CC=CC=2)=[N:6][CH:7]=1.Br.C(=O)(O)[O-].[Na+].C(OCC)C, predict the reaction product. (2) Given the reactants P(Br)(Br)[Br:2].O[CH:6]([C:8]1[O:9][C:10](=[O:25])[C:11]2[C:16]([C:17]=1[C:18]1[CH:23]=[CH:22][N:21]=[C:20]([CH3:24])[CH:19]=1)=[CH:15][CH:14]=[CH:13][CH:12]=2)[CH3:7], predict the reaction product. The product is: [Br:2][CH:6]([C:8]1[O:9][C:10](=[O:25])[C:11]2[C:16]([C:17]=1[C:18]1[CH:23]=[CH:22][N:21]=[C:20]([CH3:24])[CH:19]=1)=[CH:15][CH:14]=[CH:13][CH:12]=2)[CH3:7]. (3) The product is: [O:12]1[C:13]2[C:14](=[N:15][CH:16]=[CH:17][CH:18]=2)[O:19][C@H:10]([CH2:9][OH:8])[CH2:11]1. Given the reactants C1(C[O:8][CH2:9][CH:10]2[O:19][C:14]3=[N:15][CH:16]=[CH:17][CH:18]=[C:13]3[O:12][CH2:11]2)C=CC=CC=1.[H][H], predict the reaction product. (4) Given the reactants [F:1][CH:2]1[CH2:19][N:18]([C:20]([O:22][C:23]([CH3:26])([CH3:25])[CH3:24])=[O:21])[CH2:17][CH2:16][C:3]21[C:7](=[O:8])[N:6]([C:9]1[CH2:10][O:11][C:12](=[O:15])[C:13]=1[CH3:14])[CH2:5][CH2:4]2.FC(F)(F)C(O)=O, predict the reaction product. The product is: [F:1][CH:2]1[CH2:19][NH:18][CH2:17][CH2:16][C:3]21[C:7](=[O:8])[N:6]([C:9]1[CH2:10][O:11][C:12](=[O:15])[C:13]=1[CH3:14])[CH2:5][CH2:4]2.[F:1][CH:2]1[CH2:19][N:18]([C:20]([O:22][C:23]([CH3:26])([CH3:25])[CH3:24])=[O:21])[CH2:17][CH2:16][C:3]21[C:7](=[O:8])[N:6]([C:9]1[CH2:10][O:11][C:12](=[O:15])[C:13]=1[CH3:14])[CH2:5][CH2:4]2. (5) Given the reactants C1(P(C2C=CC=CC=2)C2C=CC3C(=CC=CC=3)C=2C2C3C(=CC=CC=3)C=CC=2P(C2C=CC=CC=2)C2C=CC=CC=2)C=CC=CC=1.[CH3:47][O:48][C:49]([C:51]1[N:52]([CH2:69][C:70]2[CH:78]=[CH:77][C:73]3[O:74][CH2:75][O:76][C:72]=3[CH:71]=2)[C:53](=[O:68])[C:54]2[C:59]([C:60]=1[C:61]1[CH:66]=[CH:65][CH:64]=[CH:63][CH:62]=1)=[CH:58][C:57](Br)=[CH:56][CH:55]=2)=[O:50].[CH2:79]([NH2:86])[C:80]1[CH:85]=[CH:84][CH:83]=[CH:82][CH:81]=1.CC(C)([O-])C.[Na+], predict the reaction product. The product is: [CH3:47][O:48][C:49]([C:51]1[N:52]([CH2:69][C:70]2[CH:78]=[CH:77][C:73]3[O:74][CH2:75][O:76][C:72]=3[CH:71]=2)[C:53](=[O:68])[C:54]2[C:59]([C:60]=1[C:61]1[CH:66]=[CH:65][CH:64]=[CH:63][CH:62]=1)=[CH:58][C:57]([NH:86][CH2:79][C:80]1[CH:85]=[CH:84][CH:83]=[CH:82][CH:81]=1)=[CH:56][CH:55]=2)=[O:50].